From a dataset of Forward reaction prediction with 1.9M reactions from USPTO patents (1976-2016). Predict the product of the given reaction. (1) Given the reactants [C:1]([O:5][C:6](=[O:35])[CH2:7][C@@H:8]([O:33][CH3:34])[C@@H:9]([N:14]([C:16](=[O:32])[C@H:17]([CH:29]([CH3:31])[CH3:30])[NH:18]C(OCC1C=CC=CC=1)=O)[CH3:15])[C@@H:10]([CH3:13])[CH2:11][CH3:12])([CH3:4])([CH3:3])[CH3:2], predict the reaction product. The product is: [C:1]([O:5][C:6](=[O:35])[CH2:7][C@@H:8]([O:33][CH3:34])[C@@H:9]([N:14]([CH3:15])[C:16](=[O:32])[C@H:17]([CH:29]([CH3:30])[CH3:31])[NH2:18])[C@@H:10]([CH3:13])[CH2:11][CH3:12])([CH3:3])([CH3:4])[CH3:2]. (2) Given the reactants [OH:1][CH:2]1[CH2:5][N:4]([C:6]([C:8]2[CH:13]=[CH:12][C:11]([S:14]([N:17]3[C:25]4[C:20](=[CH:21][CH:22]=[CH:23][CH:24]=4)[C:19]([C:26]4[CH:31]=[CH:30][CH:29]=[CH:28][CH:27]=4)=[CH:18]3)(=[O:16])=[O:15])=[CH:10][CH:9]=2)=[O:7])[CH2:3]1.C(N(CC)CC)C.[CH3:39][N:40]([CH3:44])[C:41](Cl)=[O:42], predict the reaction product. The product is: [C:26]1([C:19]2[C:20]3[C:25](=[CH:24][CH:23]=[CH:22][CH:21]=3)[N:17]([S:14]([C:11]3[CH:10]=[CH:9][C:8]([C:6]([N:4]4[CH2:5][CH:2]([O:1][C:41](=[O:42])[N:40]([CH3:44])[CH3:39])[CH2:3]4)=[O:7])=[CH:13][CH:12]=3)(=[O:16])=[O:15])[CH:18]=2)[CH:31]=[CH:30][CH:29]=[CH:28][CH:27]=1.